This data is from Experimentally validated miRNA-target interactions with 360,000+ pairs, plus equal number of negative samples. The task is: Binary Classification. Given a miRNA mature sequence and a target amino acid sequence, predict their likelihood of interaction. The miRNA is mmu-miR-23b-3p with sequence AUCACAUUGCCAGGGAUUACC. The protein sequence of the target gene is MNPEKDFAPLTPNIVRALNDKLYEKRKVAALEIEKLVREFVAQNNTVQIKHVIQTLSQEFALSQHPHSRKGGLIGLAACSIALGKDSGLYLKELIEPVLTCFNDADSRLRYYACEALYNIVKVARGAVLPHFNVLFDGLSKLAADPDPNVKSGSELLDRLLKDIVTESNKFDLVSFIPLLRERIYSNNQYARQFIISWILVLESVPDINLLDYLPEILDGLFQILGDNGKEIRKMCEVVLGEFLKEIKKNPSSVKFAEMANILVIHCQTTDDLIQLTAMCWMREFIQLAGRVMLPYSSGI.... Result: 0 (no interaction).